This data is from Catalyst prediction with 721,799 reactions and 888 catalyst types from USPTO. The task is: Predict which catalyst facilitates the given reaction. (1) Reactant: C([Li])CCC.Br[C:7]1[C:12]([F:13])=[CH:11][C:10]([S:14]([N:17]2[CH2:22][CH2:21][CH2:20][CH2:19][CH2:18]2)(=[O:16])=[O:15])=[C:9]([F:23])[CH:8]=1.[B:24](OC(C)C)([O:29]C(C)C)[O:25]C(C)C.Cl. Product: [F:13][C:12]1[CH:11]=[C:10]([S:14]([N:17]2[CH2:22][CH2:21][CH2:20][CH2:19][CH2:18]2)(=[O:16])=[O:15])[C:9]([F:23])=[CH:8][C:7]=1[B:24]([OH:29])[OH:25]. The catalyst class is: 595. (2) Reactant: [F:1][C:2]1[CH:7]=[C:6]([C:8]2([OH:12])[CH2:11][O:10][CH2:9]2)[CH:5]=[C:4]([F:13])[C:3]=1[C:14]1[N:19]=[C:18]([C:20]([O:22][CH3:23])=[O:21])[CH:17]=[CH:16][C:15]=1[F:24].[H-].[Na+].[CH3:27]I. Product: [F:13][C:4]1[CH:5]=[C:6]([C:8]2([O:12][CH3:27])[CH2:11][O:10][CH2:9]2)[CH:7]=[C:2]([F:1])[C:3]=1[C:14]1[N:19]=[C:18]([C:20]([O:22][CH3:23])=[O:21])[CH:17]=[CH:16][C:15]=1[F:24]. The catalyst class is: 18. (3) Reactant: N1(O[C:11](=[O:24])[C:12]2[CH:17]=[CH:16][C:15]([O:18][CH2:19][CH2:20][CH2:21][CH2:22][CH3:23])=[CH:14][CH:13]=2)C2C=CC=CC=2N=N1.[NH2:25][NH:26][C:27]([NH2:29])=[S:28].C(OC(C)C)(C)C. Product: [CH2:19]([O:18][C:15]1[CH:14]=[CH:13][C:12]([C:11]([NH:25][NH:26][C:27]([NH2:29])=[S:28])=[O:24])=[CH:17][CH:16]=1)[CH2:20][CH2:21][CH2:22][CH3:23]. The catalyst class is: 9. (4) Reactant: [Cl:1][C:2]1[N:3]([CH2:10][C@@:11]2([CH3:14])[CH2:13][O:12]2)[CH:4]=[C:5]([N+:7]([O-:9])=[O:8])[N:6]=1.[N:15]1([C:21]([O:23][C:24]([CH3:27])([CH3:26])[CH3:25])=[O:22])[CH2:20][CH2:19][NH:18][CH2:17][CH2:16]1.CN(C=O)C. Product: [Cl:1][C:2]1[N:3]([CH2:10][C@@:11]([OH:12])([CH3:14])[CH2:13][N:18]2[CH2:17][CH2:16][N:15]([C:21]([O:23][C:24]([CH3:27])([CH3:26])[CH3:25])=[O:22])[CH2:20][CH2:19]2)[CH:4]=[C:5]([N+:7]([O-:9])=[O:8])[N:6]=1. The catalyst class is: 6. (5) Reactant: [CH3:1][S:2]([O:5][C:6]1[CH:11]=[CH:10][CH:9]=[C:8]([C:12]2([C:22]3[CH:27]=[CH:26][CH:25]=[C:24](Br)[CH:23]=3)[C:16]3=[N:17][CH2:18][CH2:19][CH2:20][N:15]3[C:14]([NH2:21])=[N:13]2)[CH:7]=1)(=[O:4])=[O:3].[F:29][C:30]([F:45])([F:44])[C:31]1[CH:32]=[C:33](B(O)O)[CH:34]=[C:35]([C:37]([F:40])([F:39])[F:38])[CH:36]=1.C(=O)([O-])[O-].[K+].[K+].C(OCC)(=O)C. Product: [CH3:1][S:2]([O:5][C:6]1[CH:11]=[CH:10][CH:9]=[C:8]([C:12]2([C:22]3[CH:23]=[C:24]([C:33]4[CH:34]=[C:35]([C:37]([F:40])([F:38])[F:39])[CH:36]=[C:31]([C:30]([F:29])([F:45])[F:44])[CH:32]=4)[CH:25]=[CH:26][CH:27]=3)[C:16]3=[N:17][CH2:18][CH2:19][CH2:20][N:15]3[C:14]([NH2:21])=[N:13]2)[CH:7]=1)(=[O:4])=[O:3]. The catalyst class is: 38.